Dataset: hERG potassium channel inhibition data for cardiac toxicity prediction from Karim et al.. Task: Regression/Classification. Given a drug SMILES string, predict its toxicity properties. Task type varies by dataset: regression for continuous values (e.g., LD50, hERG inhibition percentage) or binary classification for toxic/non-toxic outcomes (e.g., AMES mutagenicity, cardiotoxicity, hepatotoxicity). Dataset: herg_karim. (1) The compound is COc1ccc(-c2nnc(CCCCN3CC4C[C@]4(c4ccc(C(F)(F)F)cc4)C3)n2C)cc1. The result is 1 (blocker). (2) The compound is Cc1ccncc1-c1noc(C2=CC3(CCN(CC4CCCO4)CC3)c3ccccc32)n1. The result is 1 (blocker). (3) The molecule is CN(C)C(=N)c1ccc(C(=O)Nc2ccc(Cl)cc2C(=O)Nc2ccc(Cl)cn2)c(N2CCCCC2)c1. The result is 1 (blocker).